From a dataset of Forward reaction prediction with 1.9M reactions from USPTO patents (1976-2016). Predict the product of the given reaction. (1) Given the reactants [C:1]([C:5]1[CH:39]=[CH:38][CH:37]=[CH:36][C:6]=1[O:7][C:8]1[CH:13]=[CH:12][C:11]([C:14]2[CH:19]=[CH:18][C:17]([O:20][CH3:21])=[C:16]([N+:22]([O-])=O)[CH:15]=2)=[CH:10][C:9]=1[NH:25][C:26]([NH:28][C:29]1[CH:34]=[CH:33][C:32]([CH3:35])=[CH:31][CH:30]=1)=[O:27])([CH3:4])([CH3:3])[CH3:2].[Cl-].[NH4+].O, predict the reaction product. The product is: [NH2:22][C:16]1[CH:15]=[C:14]([C:11]2[CH:12]=[CH:13][C:8]([O:7][C:6]3[CH:36]=[CH:37][CH:38]=[CH:39][C:5]=3[C:1]([CH3:4])([CH3:3])[CH3:2])=[C:9]([NH:25][C:26]([NH:28][C:29]3[CH:30]=[CH:31][C:32]([CH3:35])=[CH:33][CH:34]=3)=[O:27])[CH:10]=2)[CH:19]=[CH:18][C:17]=1[O:20][CH3:21]. (2) Given the reactants [Cl:1][C:2]1[N:3]=[N:4][C:5](Cl)=[CH:6][C:7]=1[C:8]([O:10][CH3:11])=[O:9].[C@H:13]12[CH2:19][C@H:16]([NH:17][CH2:18]1)[CH2:15][N:14]2[C:20]([O:22][C:23]([CH3:26])([CH3:25])[CH3:24])=[O:21], predict the reaction product. The product is: [Cl:1][C:2]1[N:3]=[N:4][C:5]([N:17]2[CH2:18][C@@H:13]3[CH2:19][C@H:16]2[CH2:15][N:14]3[C:20]([O:22][C:23]([CH3:26])([CH3:25])[CH3:24])=[O:21])=[CH:6][C:7]=1[C:8]([O:10][CH3:11])=[O:9]. (3) Given the reactants Cl[C:2]1[N:7]=[C:6]([NH2:8])[CH:5]=[CH:4][C:3]=1[CH3:9].[CH3:10][NH:11][CH3:12], predict the reaction product. The product is: [CH3:10][N:11]([CH3:12])[C:2]1[C:3]([CH3:9])=[CH:4][CH:5]=[C:6]([NH2:8])[N:7]=1. (4) Given the reactants [OH-].[Na+].[F:3][C:4]1[CH:5]=[C:6]([CH:39]=[CH:40][CH:41]=1)[CH2:7][O:8][C:9]1[CH:14]=[C:13]([CH2:15][CH2:16][C:17]([O:19]C)=[O:18])[CH:12]=[CH:11][C:10]=1[C:21]1[CH:26]=[CH:25][CH:24]=[C:23]([N:27]([CH3:38])[C:28]([NH:30][CH2:31][CH2:32][CH2:33][CH2:34][CH2:35][CH2:36][CH3:37])=[O:29])[CH:22]=1, predict the reaction product. The product is: [F:3][C:4]1[CH:5]=[C:6]([CH:39]=[CH:40][CH:41]=1)[CH2:7][O:8][C:9]1[CH:14]=[C:13]([CH2:15][CH2:16][C:17]([OH:19])=[O:18])[CH:12]=[CH:11][C:10]=1[C:21]1[CH:26]=[CH:25][CH:24]=[C:23]([N:27]([CH3:38])[C:28]([NH:30][CH2:31][CH2:32][CH2:33][CH2:34][CH2:35][CH2:36][CH3:37])=[O:29])[CH:22]=1. (5) Given the reactants [CH:1]([N:4]1[C:8]([C:9]2[S:10][C:11]3[CH2:12][CH2:13][O:14][C:15]4[CH:22]=[C:21]([CH:23]5[CH2:26][N:25](C(O)=O)[CH2:24]5)[CH:20]=[CH:19][C:16]=4[C:17]=3[N:18]=2)=[N:7][CH:6]=[N:5]1)([CH3:3])[CH3:2].C(O)(C(F)(F)F)=O, predict the reaction product. The product is: [NH:25]1[CH2:26][CH:23]([C:21]2[CH:20]=[CH:19][C:16]3[C:17]4[N:18]=[C:9]([C:8]5[N:4]([CH:1]([CH3:3])[CH3:2])[N:5]=[CH:6][N:7]=5)[S:10][C:11]=4[CH2:12][CH2:13][O:14][C:15]=3[CH:22]=2)[CH2:24]1. (6) Given the reactants [Cl:1][C:2]1[CH:7]=[CH:6][C:5](OS(C(F)(F)F)(=O)=O)=[CH:4][C:3]=1[CH:16]([CH3:35])[C:17]([OH:34])([C:22]1[CH:23]=[CH:24][C:25]2[O:30][CH2:29][C:28](=[O:31])[N:27]([CH3:32])[C:26]=2[CH:33]=1)[C:18]([F:21])([F:20])[F:19].[C:36]([C:39]1[CH:44]=[CH:43][C:42](B(O)O)=[CH:41][CH:40]=1)([OH:38])=[O:37].O.C(=O)([O-])[O-].[Na+].[Na+], predict the reaction product. The product is: [Cl:1][C:2]1[CH:7]=[CH:6][C:5]([C:42]2[CH:43]=[CH:44][C:39]([C:36]([OH:38])=[O:37])=[CH:40][CH:41]=2)=[CH:4][C:3]=1[CH:16]([CH3:35])[C:17]([OH:34])([C:22]1[CH:23]=[CH:24][C:25]2[O:30][CH2:29][C:28](=[O:31])[N:27]([CH3:32])[C:26]=2[CH:33]=1)[C:18]([F:19])([F:20])[F:21]. (7) Given the reactants [NH2:1][C:2]1[CH:13]=[CH:12][C:5]2[N:6]([CH2:10][CH3:11])[C:7](=[O:9])[O:8][C:4]=2[CH:3]=1.C(O[CH:17]=[C:18]([C:24](=[O:31])[NH:25][C:26](OCC)=[O:27])[C:19]([O:21][CH2:22][CH3:23])=[O:20])C.CC(C)([O-])C.[K+].Cl, predict the reaction product. The product is: [CH2:10]([N:6]1[C:5]2[CH:12]=[CH:13][C:2]([N:1]3[CH:17]=[C:18]([C:19]([O:21][CH2:22][CH3:23])=[O:20])[C:24](=[O:31])[NH:25][C:26]3=[O:27])=[CH:3][C:4]=2[O:8][C:7]1=[O:9])[CH3:11]. (8) Given the reactants [F:1][C:2]1[CH:3]=[CH:4][C:5]([O:10][CH:11]2[CH2:16][CH2:15][NH:14][CH2:13][CH2:12]2)=[C:6]([CH:9]=1)[C:7]#[N:8].Cl.[C:18]([O:22][C:23](=[O:34])[NH:24][C@H:25]1[CH2:30][CH2:29][C@H:28]([CH2:31][CH:32]=O)[CH2:27][CH2:26]1)([CH3:21])([CH3:20])[CH3:19].C(O[BH-](OC(=O)C)OC(=O)C)(=O)C.[Na+], predict the reaction product. The product is: [C:18]([O:22][C:23](=[O:34])[NH:24][C@H:25]1[CH2:26][CH2:27][C@H:28]([CH2:31][CH2:32][N:14]2[CH2:15][CH2:16][CH:11]([O:10][C:5]3[CH:4]=[CH:3][C:2]([F:1])=[CH:9][C:6]=3[C:7]#[N:8])[CH2:12][CH2:13]2)[CH2:29][CH2:30]1)([CH3:21])([CH3:20])[CH3:19]. (9) Given the reactants [Cl:1][C:2]1[CH:7]=[CH:6][N:5]=[C:4]([NH:8][C:9]2[CH:17]=[CH:16][C:12]([C:13]([OH:15])=O)=[CH:11][CH:10]=2)[N:3]=1.[CH2:18]([NH2:20])[CH3:19].CN(C(ON1N=NC2C=CC=NC1=2)=[N+](C)C)C.F[P-](F)(F)(F)(F)F.C(N(CC)CC)C, predict the reaction product. The product is: [Cl:1][C:2]1[CH:7]=[CH:6][N:5]=[C:4]([NH:8][C:9]2[CH:10]=[CH:11][C:12]([C:13]([NH:20][CH2:18][CH3:19])=[O:15])=[CH:16][CH:17]=2)[N:3]=1. (10) Given the reactants [CH3:1][O:2][C:3](=[O:40])[CH2:4][C@H:5]1[C:9]2[CH:10]=[CH:11][C:12]([O:14][C@H:15]3[C:23]4[C:18](=[C:19]([O:25][C:26]5[CH:31]=[CH:30][C:29]([O:32]CC6C=CC=CC=6)=[CH:28][CH:27]=5)[CH:20]=[CH:21][C:22]=4[F:24])[CH2:17][CH2:16]3)=[CH:13][C:8]=2[O:7][CH2:6]1, predict the reaction product. The product is: [CH3:1][O:2][C:3](=[O:40])[CH2:4][C@H:5]1[C:9]2[CH:10]=[CH:11][C:12]([O:14][C@H:15]3[C:23]4[C:18](=[C:19]([O:25][C:26]5[CH:27]=[CH:28][C:29]([OH:32])=[CH:30][CH:31]=5)[CH:20]=[CH:21][C:22]=4[F:24])[CH2:17][CH2:16]3)=[CH:13][C:8]=2[O:7][CH2:6]1.